This data is from Full USPTO retrosynthesis dataset with 1.9M reactions from patents (1976-2016). The task is: Predict the reactants needed to synthesize the given product. (1) Given the product [Na+:35].[Na+:35].[P:1]([O-:31])([O-:32])([O:3][CH2:4][C@@H:5]1[O:9][C:8](=[O:10])[N:7]([C:11]2[CH:16]=[CH:15][C:14]([C:17]3[CH:18]=[N:19][C:20]([NH:23][C:24]4[N:28]([CH3:29])[N:27]=[N:26][N:25]=4)=[CH:21][CH:22]=3)=[C:13]([F:30])[CH:12]=2)[CH2:6]1)=[O:2], predict the reactants needed to synthesize it. The reactants are: [P:1]([OH:32])([OH:31])([O:3][CH2:4][C@@H:5]1[O:9][C:8](=[O:10])[N:7]([C:11]2[CH:16]=[CH:15][C:14]([C:17]3[CH:18]=[N:19][C:20]([NH:23][C:24]4[N:28]([CH3:29])[N:27]=[N:26][N:25]=4)=[CH:21][CH:22]=3)=[C:13]([F:30])[CH:12]=2)[CH2:6]1)=[O:2].C[O-].[Na+:35]. (2) Given the product [Br:1][C:2]1[CH:7]=[CH:6][C:5]([CH2:8][C:9]([O:11][CH2:12][CH3:13])=[O:10])=[C:4]([O:19][CH3:20])[CH:3]=1, predict the reactants needed to synthesize it. The reactants are: [Br:1][C:2]1[CH:7]=[CH:6][C:5]([CH:8](C(OCC)=O)[C:9]([O:11][CH2:12][CH3:13])=[O:10])=[C:4]([O:19][CH3:20])[CH:3]=1.[Cl-].[Li+].CS(C)=O. (3) Given the product [CH3:6][C@H:7]1[CH:28]2[O:29][CH:30]3[C@@:65]([CH3:68])([CH2:66][CH2:67][CH:27]2[O:26][CH:10]2[CH2:11][C@:12]4([CH3:25])[O:18][CH:17]5[C:19]([CH3:24])=[CH:20][C:21]([O:23][CH:16]5[CH2:15][CH:13]4[O:14][CH:9]2[CH2:8]1)=[O:22])[O:64][C@@:33]1([CH3:69])[CH2:34][CH:35]2[O:43][CH:42]4[CH2:44][CH:45]5[O:51][C@@:50]6([CH3:62])[CH:52]([OH:61])[CH2:53][CH:54]([CH2:56][C:57]([CH:59]=[O:60])=[CH2:58])[O:55][CH:49]6[CH2:48][CH:46]5[O:47][CH:41]4[CH:40]4[O:3][CH:39]4[CH2:38][C@@:36]2([CH3:63])[O:37][CH:32]1[CH2:31]3, predict the reactants needed to synthesize it. The reactants are: CC1(C)O[O:3]1.[CH3:6][C@H:7]1[C@H:28]2[O:29][C@@H:30]3[C@@:65]([CH3:68])([CH2:66][CH2:67][C@@H:27]2[O:26][C@@H:10]2[CH2:11][C@:12]4([CH3:25])[O:18][C@@H:17]5[C:19]([CH3:24])=[CH:20][C:21]([O:23][C@H:16]5[CH2:15][C@H:13]4[O:14][C@H:9]2[CH2:8]1)=[O:22])[O:64][C@@:33]1([CH3:69])[CH2:34][C@H:35]2[O:43][C@H:42]4[CH2:44][C@H:45]5[O:51][C@@:50]6([CH3:62])[C@@H:52]([OH:61])[CH2:53][C@@H:54]([CH2:56][C:57]([CH:59]=[O:60])=[CH2:58])[O:55][C@@H:49]6[CH2:48][C@@H:46]5[O:47][C@@H:41]4[CH:40]=[CH:39][CH2:38][C@:36]2([CH3:63])[O:37][C@@H:32]1[CH2:31]3.